Dataset: Forward reaction prediction with 1.9M reactions from USPTO patents (1976-2016). Task: Predict the product of the given reaction. (1) Given the reactants FC(F)(F)C([NH2:5])=O.[O-2].[Mg+2].[N:10]1([C:17]([O:19][C:20]([CH3:23])([CH3:22])[CH3:21])=[O:18])[CH2:15][CH2:14][S:13](=[O:16])[CH2:12][CH2:11]1.C(OC1C(OC(=O)C)=C(I)C=CC=1)(=O)C.C(=O)([O-])[O-].[K+].[K+], predict the reaction product. The product is: [NH:5]=[S:13]1(=[O:16])[CH2:12][CH2:11][N:10]([C:17]([O:19][C:20]([CH3:23])([CH3:22])[CH3:21])=[O:18])[CH2:15][CH2:14]1. (2) Given the reactants [F:1][C:2]([F:15])([F:14])[C:3]1[S:7][C:6]2=[N:8][C:9]([C:11]([OH:13])=O)=[CH:10][N:5]2[CH:4]=1.[Cl:16][C:17]1[CH:22]=[CH:21][C:20]([O:23][CH3:24])=[CH:19][C:18]=1[S:25]([NH2:28])(=[O:27])=[O:26], predict the reaction product. The product is: [Cl:16][C:17]1[CH:22]=[CH:21][C:20]([O:23][CH3:24])=[CH:19][C:18]=1[S:25]([NH:28][C:11]([C:9]1[N:8]=[C:6]2[N:5]([CH:10]=1)[CH:4]=[C:3]([C:2]([F:1])([F:15])[F:14])[S:7]2)=[O:13])(=[O:27])=[O:26]. (3) Given the reactants [CH3:1][C:2]1[CH:7]=[C:6]([NH:8][C:9]2[CH:14]=[C:13]([C:15]([F:18])([F:17])[F:16])[CH:12]=[CH:11][N:10]=2)[N:5]=[C:4]([C:19]2[CH:20]=[N:21][C:22]([NH:25][CH:26]3[CH2:31][CH2:30][NH:29][CH2:28][CH2:27]3)=[CH:23][CH:24]=2)[CH:3]=1.CCN(C(C)C)C(C)C.[F:41][C:42]1[CH:43]=[C:44]2[C:49](=[CH:50][CH:51]=1)[N:48]=[CH:47][C:46]([C:52](O)=[O:53])=[CH:45]2.C(P1(=O)OP(=O)(CCC)OP(=O)(CCC)O1)CC.[OH-].[NH4+], predict the reaction product. The product is: [F:41][C:42]1[CH:43]=[C:44]2[C:49](=[CH:50][CH:51]=1)[N:48]=[CH:47][C:46]([C:52]([N:29]1[CH2:30][CH2:31][CH:26]([NH:25][C:22]3[N:21]=[CH:20][C:19]([C:4]4[CH:3]=[C:2]([CH3:1])[CH:7]=[C:6]([NH:8][C:9]5[CH:14]=[C:13]([C:15]([F:17])([F:18])[F:16])[CH:12]=[CH:11][N:10]=5)[N:5]=4)=[CH:24][CH:23]=3)[CH2:27][CH2:28]1)=[O:53])=[CH:45]2. (4) Given the reactants I[C:2]1[CH:6]=[CH:5][N:4]([CH3:7])[N:3]=1.C([Sn](CCCC)(CCCC)[C:13](=[CH2:24])[C:14]([O:16][CH2:17][C:18]1[CH:23]=[CH:22][CH:21]=[CH:20][CH:19]=1)=[O:15])CCC, predict the reaction product. The product is: [CH3:7][N:4]1[CH:5]=[CH:6][C:2]([C:13](=[CH2:24])[C:14]([O:16][CH2:17][C:18]2[CH:23]=[CH:22][CH:21]=[CH:20][CH:19]=2)=[O:15])=[N:3]1.